Dataset: Cav3 T-type calcium channel HTS with 100,875 compounds. Task: Binary Classification. Given a drug SMILES string, predict its activity (active/inactive) in a high-throughput screening assay against a specified biological target. (1) The drug is Clc1ncccc1C(=O)Nc1cc(NC(=O)c2occc2)ccc1. The result is 0 (inactive). (2) The molecule is s1c(C(Oc2c(OCC)cc(cc2)/C=N\NC(=O)COc2ccc(cc2)C)=O)ccc1. The result is 0 (inactive). (3) The molecule is Fc1ccc(N2CCN(CC2)C(=O)CCc2c(n3nc(c(c3nc2C)c2ccc(F)cc2)C)C)cc1. The result is 1 (active). (4) The compound is Clc1c(NC(=O)C2N(S(=O)(=O)c3c4nsnc4ccc3)CCC2)cc(cc1)C(O)=O. The result is 0 (inactive). (5) The molecule is S(=O)(=O)(N1C(N(CC1)C(=O)C)C(C)C)c1ccc(cc1)C. The result is 0 (inactive). (6) The drug is S(=O)(=O)(N1C(C(C)(C)C)COc2c1cccc2)c1ccc(cc1)C. The result is 0 (inactive). (7) The molecule is O=C(Nc1nccc(c1)C)CCC1CCCCC1. The result is 0 (inactive). (8) The molecule is O=c1n(n(c(c1NC(=O)c1ccc(CN2CCc3c(C2)cccc3)cc1)C)C)c1ccccc1. The result is 0 (inactive).